From a dataset of Full USPTO retrosynthesis dataset with 1.9M reactions from patents (1976-2016). Predict the reactants needed to synthesize the given product. (1) Given the product [C:1]([O:5][C:6]([N:8]1[CH2:13][CH2:12][N:11]([C:14]2[N:19]=[C:18]([C:20]3[CH:25]=[CH:24][N:23]=[C:22]([NH:42][CH:36]4[CH2:41][CH2:40][CH2:39][CH2:38][CH2:37]4)[CH:21]=3)[C:17]([C:27]3[CH:32]=[CH:31][CH:30]=[CH:29][CH:28]=3)=[C:16]([C:33](=[O:35])[NH2:34])[CH:15]=2)[CH2:10][CH2:9]1)=[O:7])([CH3:4])([CH3:3])[CH3:2], predict the reactants needed to synthesize it. The reactants are: [C:1]([O:5][C:6]([N:8]1[CH2:13][CH2:12][N:11]([C:14]2[N:19]=[C:18]([C:20]3[CH:25]=[CH:24][N:23]=[C:22](F)[CH:21]=3)[C:17]([C:27]3[CH:32]=[CH:31][CH:30]=[CH:29][CH:28]=3)=[C:16]([C:33](=[O:35])[NH2:34])[CH:15]=2)[CH2:10][CH2:9]1)=[O:7])([CH3:4])([CH3:3])[CH3:2].[CH:36]1([NH2:42])[CH2:41][CH2:40][CH2:39][CH2:38][CH2:37]1. (2) Given the product [CH3:10][NH:1][C@@H:2]1[CH2:3][CH2:7][N:8]([C:28]2[C:29]3[CH2:38][CH2:37][CH2:36][C:35]4[CH:39]=[CH:40][CH:41]=[CH:42][C:34]=4[C:30]=3[N:31]=[CH:32][N:33]=2)[CH2:9]1, predict the reactants needed to synthesize it. The reactants are: [N:1]1([C:10](OC(C)(C)C)=O)CCC[CH:3]2[CH2:7][NH:8][CH2:9][CH:2]12.CC1C=CC(S(O[C:28]2[C:29]3[CH2:38][CH2:37][CH2:36][C:35]4[CH:39]=[CH:40][CH:41]=[CH:42][C:34]=4[C:30]=3[N:31]=[CH:32][N:33]=2)(=O)=O)=CC=1.CC1C=CC(S(OC2C3CCCC4C=CC=CC=4C=3N=C(N)N=2)(=O)=O)=CC=1. (3) Given the product [Cl:24][C:19]1[CH:20]=[CH:21][CH:22]=[CH:23][C:18]=1[C:8]1[C:9]([C:11]2[CH:12]=[CH:13][C:14]([Cl:17])=[CH:15][CH:16]=2)=[CH:10][C:5]2[N:6]([C:2]([O:28][CH2:27][C:26]([F:30])([F:29])[F:25])=[N:3][N:4]=2)[N:7]=1, predict the reactants needed to synthesize it. The reactants are: Cl[C:2]1[N:6]2[N:7]=[C:8]([C:18]3[CH:23]=[CH:22][CH:21]=[CH:20][C:19]=3[Cl:24])[C:9]([C:11]3[CH:16]=[CH:15][C:14]([Cl:17])=[CH:13][CH:12]=3)=[CH:10][C:5]2=[N:4][N:3]=1.[F:25][C:26]([F:30])([F:29])[CH2:27][OH:28].C(N=P1(N(CC)CC)N(C)CCCN1C)(C)(C)C. (4) The reactants are: [CH2:1]([N:8]1[CH2:13][C@H:12]([O:14][Si:15]([C:18]([CH3:21])([CH3:20])[CH3:19])([CH3:17])[CH3:16])[CH2:11][C@@H:10]([OH:22])[CH2:9]1)[C:2]1[CH:7]=[CH:6][CH:5]=[CH:4][CH:3]=1.[C:23](O)(=[O:30])[C:24]1[CH:29]=[CH:28][CH:27]=[CH:26][CH:25]=1.N(C(OCC)=O)=NC(OCC)=O.C1(P(C2C=CC=CC=2)C2C=CC=CC=2)C=CC=CC=1. Given the product [CH2:1]([N:8]1[CH2:13][C@H:12]([O:14][Si:15]([C:18]([CH3:19])([CH3:21])[CH3:20])([CH3:16])[CH3:17])[CH2:11][C@H:10]([O:22][C:23](=[O:30])[C:24]2[CH:29]=[CH:28][CH:27]=[CH:26][CH:25]=2)[CH2:9]1)[C:2]1[CH:3]=[CH:4][CH:5]=[CH:6][CH:7]=1, predict the reactants needed to synthesize it. (5) Given the product [CH3:19][N:18]1[C:10]2[CH:9]=[C:8]([C:5]3[CH:6]=[CH:7][C:2]([O:1][CH:33]4[CH2:32][CH2:31][N:30]([C:25]5[CH:26]=[CH:27][CH:28]=[CH:29][N:24]=5)[CH2:35][CH2:34]4)=[C:3]([C:20]([F:23])([F:22])[F:21])[CH:4]=3)[N:13]=[C:12]([C:14]#[N:15])[C:11]=2[N:16]=[N:17]1, predict the reactants needed to synthesize it. The reactants are: [OH:1][C:2]1[CH:7]=[CH:6][C:5]([C:8]2[N:13]=[C:12]([C:14]#[N:15])[C:11]3[N:16]=[N:17][N:18]([CH3:19])[C:10]=3[CH:9]=2)=[CH:4][C:3]=1[C:20]([F:23])([F:22])[F:21].[N:24]1[CH:29]=[CH:28][CH:27]=[CH:26][C:25]=1[N:30]1[CH2:35][CH2:34][CH:33](O)[CH2:32][CH2:31]1.C1(P(C2C=CC=CC=2)C2C=CC=CC=2)C=CC=CC=1.CC(OC(/N=N/C(OC(C)C)=O)=O)C. (6) Given the product [CH:27]1([NH:26][S:25]([C:19]2[CH:18]=[C:17]([C:9]3[NH:8][C:16]4[C:11]([CH:10]=3)=[CH:12][CH:13]=[CH:14][CH:15]=4)[CH:22]=[CH:21][C:20]=2[CH2:23][CH3:24])(=[O:33])=[O:34])[CH2:32][CH2:31][CH2:30][CH2:29][CH2:28]1, predict the reactants needed to synthesize it. The reactants are: C(OC([N:8]1[C:16]2[C:11](=[CH:12][CH:13]=[CH:14][CH:15]=2)[CH:10]=[C:9]1[C:17]1[CH:22]=[CH:21][C:20]([CH2:23][CH3:24])=[C:19]([S:25](=[O:34])(=[O:33])[NH:26][CH:27]2[CH2:32][CH2:31][CH2:30][CH2:29][CH2:28]2)[CH:18]=1)=O)(C)(C)C. (7) The reactants are: Br[CH2:2][CH2:3][CH2:4][CH2:5][O:6][C:7]1[CH:8]=[CH:9][C:10]2[C:14]([C:15]3[CH:20]=[CH:19][C:18]([C:21]([F:24])([F:23])[F:22])=[CH:17][CH:16]=3)=[C:13]([CH3:25])[S:12][C:11]=2[CH:26]=1.[CH2:27]([NH2:30])[CH2:28][CH3:29]. Given the product [CH3:25][C:13]1[S:12][C:11]2[CH:26]=[C:7]([O:6][CH2:5][CH2:4][CH2:3][CH2:2][NH:30][CH2:27][CH2:28][CH3:29])[CH:8]=[CH:9][C:10]=2[C:14]=1[C:15]1[CH:20]=[CH:19][C:18]([C:21]([F:24])([F:23])[F:22])=[CH:17][CH:16]=1, predict the reactants needed to synthesize it.